Predict the product of the given reaction. From a dataset of Forward reaction prediction with 1.9M reactions from USPTO patents (1976-2016). Given the reactants [Cl:1][C:2]1[CH:3]=[CH:4][C:5]([C:28]#[N:29])=[C:6]([C:8]2[C:13]([O:14][CH3:15])=[CH:12][N:11]([CH:16]([CH2:20][CH:21]3[CH2:26][CH2:25][CH2:24][O:23][CH2:22]3)[C:17]([OH:19])=O)[C:10](=[O:27])[CH:9]=2)[CH:7]=1.[NH2:30][C:31]1[CH:43]=[CH:42][C:34]([C:35]([O:37][C:38]([CH3:41])([CH3:40])[CH3:39])=[O:36])=[CH:33][CH:32]=1, predict the reaction product. The product is: [Cl:1][C:2]1[CH:3]=[CH:4][C:5]([C:28]#[N:29])=[C:6]([C:8]2[C:13]([O:14][CH3:15])=[CH:12][N:11]([CH:16]([CH2:20][CH:21]3[CH2:26][CH2:25][CH2:24][O:23][CH2:22]3)[C:17]([NH:30][C:31]3[CH:43]=[CH:42][C:34]([C:35]([O:37][C:38]([CH3:39])([CH3:40])[CH3:41])=[O:36])=[CH:33][CH:32]=3)=[O:19])[C:10](=[O:27])[CH:9]=2)[CH:7]=1.